Dataset: Full USPTO retrosynthesis dataset with 1.9M reactions from patents (1976-2016). Task: Predict the reactants needed to synthesize the given product. (1) Given the product [CH:14]1([N:17]([C:6](=[O:11])[C:7]([F:8])([F:9])[F:10])[CH:18]2[C:27]3[CH2:26][S:25][N:24]=[C:23]([N:28]([C:29]([O:31][C:32]([CH3:35])([CH3:34])[CH3:33])=[O:30])[C:36]([O:38][C:39]([CH3:41])([CH3:40])[CH3:42])=[O:37])[C:22]4=[N:43][N:44]([CH2:46][C:47]5[C:52]([CH3:53])=[C:51]([O:54][CH3:55])[C:50]([CH3:56])=[CH:49][N:48]=5)[N:45]=[C:20]([C:21]=34)[CH2:19]2)[CH2:15][CH2:16]1, predict the reactants needed to synthesize it. The reactants are: [F:8][C:7]([F:10])([F:9])[C:6](O[C:6](=[O:11])[C:7]([F:10])([F:9])[F:8])=[O:11].[CH:14]1([NH:17][CH:18]2[C:27]3[CH2:26][S:25][N:24]=[C:23]([N:28]([C:36]([O:38][C:39]([CH3:42])([CH3:41])[CH3:40])=[O:37])[C:29]([O:31][C:32]([CH3:35])([CH3:34])[CH3:33])=[O:30])[C:22]4=[N:43][N:44]([CH2:46][C:47]5[C:52]([CH3:53])=[C:51]([O:54][CH3:55])[C:50]([CH3:56])=[CH:49][N:48]=5)[N:45]=[C:20]([C:21]=34)[CH2:19]2)[CH2:16][CH2:15]1. (2) Given the product [CH3:36][C:7]1[CH:8]=[C:9]([O:12][CH2:13]/[CH:14]=[C:15](/[C:30]2[CH:35]=[CH:34][CH:33]=[CH:32][CH:31]=2)\[C:16]2[CH:21]=[CH:20][C:19]([C:22]#[C:23][C:24]3[CH:29]=[CH:28][CH:27]=[CH:26][N:25]=3)=[CH:18][CH:17]=2)[CH:10]=[CH:11][C:6]=1[O:5][CH2:4][C:3]([OH:37])=[O:2], predict the reactants needed to synthesize it. The reactants are: C[O:2][C:3](=[O:37])[CH2:4][O:5][C:6]1[CH:11]=[CH:10][C:9]([O:12][CH2:13]/[CH:14]=[C:15](/[C:30]2[CH:35]=[CH:34][CH:33]=[CH:32][CH:31]=2)\[C:16]2[CH:21]=[CH:20][C:19]([C:22]#[C:23][C:24]3[CH:29]=[CH:28][CH:27]=[CH:26][N:25]=3)=[CH:18][CH:17]=2)=[CH:8][C:7]=1[CH3:36].[OH-].[Na+]. (3) Given the product [Cl:18][C:11]1[CH:10]=[C:9]2[C:14]([C:15]3[C:16](=[O:17])[C:4]4[CH:3]=[C:2]([Br:1])[C:22]([O:23][CH2:49][C@H:47]5[CH2:46][O:45][C:44]([CH3:51])([CH3:43])[O:48]5)=[CH:21][C:5]=4[C:6]([CH3:20])([CH3:19])[C:7]=3[NH:8]2)=[CH:13][CH:12]=1, predict the reactants needed to synthesize it. The reactants are: [Br:1][C:2]1[C:22]([OH:23])=[CH:21][C:5]2[C:6]([CH3:20])([CH3:19])[C:7]3[NH:8][C:9]4[C:14]([C:15]=3[C:16](=[O:17])[C:4]=2[CH:3]=1)=[CH:13][CH:12]=[C:11]([Cl:18])[CH:10]=4.C1(P(C2C=CC=CC=2)C2C=CC=CC=2)C=CC=CC=1.[CH3:43][C:44]1([CH3:51])[O:48][C@@H:47]([CH2:49]O)[CH2:46][O:45]1.C1(C)C=CC=CC=1.C(OC(N=NC(OCC)=O)=O)C. (4) Given the product [Cl:25][C:21]1[CH:20]=[C:19]([C@H:5]([O:4][CH2:3][CH2:2][NH:1][C:29](=[N:28][C:26]#[N:27])[S:30][CH3:31])[C@@H:6]2[CH2:11][CH2:10][CH2:9][N:8]([C:12]([O:14][C:15]([CH3:18])([CH3:16])[CH3:17])=[O:13])[CH2:7]2)[CH:24]=[CH:23][CH:22]=1, predict the reactants needed to synthesize it. The reactants are: [NH2:1][CH2:2][CH2:3][O:4][C@@H:5]([C:19]1[CH:24]=[CH:23][CH:22]=[C:21]([Cl:25])[CH:20]=1)[C@@H:6]1[CH2:11][CH2:10][CH2:9][N:8]([C:12]([O:14][C:15]([CH3:18])([CH3:17])[CH3:16])=[O:13])[CH2:7]1.[C:26]([N:28]=[C:29](SC)[S:30][CH3:31])#[N:27].CCN(CC)CC. (5) Given the product [CH2:1]([N:3]1[CH2:8][CH2:7][N:6]([C:9]2[CH:14]=[CH:13][C:12]([NH:15][C:16]3[N:17]=[CH:18][C:19]([CH2:22][CH2:23][C:24]4[CH:25]=[C:26]([CH:31]=[C:32]([O:34][CH3:35])[CH:33]=4)[C:27]([NH:29][CH3:30])=[O:28])=[CH:20][N:21]=3)=[CH:11][CH:10]=2)[CH2:5][CH2:4]1)[CH3:2], predict the reactants needed to synthesize it. The reactants are: [CH2:1]([N:3]1[CH2:8][CH2:7][N:6]([C:9]2[CH:14]=[CH:13][C:12]([NH:15][C:16]3[N:21]=[CH:20][C:19](/[CH:22]=[CH:23]/[C:24]4[CH:25]=[C:26]([CH:31]=[C:32]([O:34][CH3:35])[CH:33]=4)[C:27]([NH:29][CH3:30])=[O:28])=[CH:18][N:17]=3)=[CH:11][CH:10]=2)[CH2:5][CH2:4]1)[CH3:2]. (6) Given the product [Br:1][C:2]1[N:3]=[C:4]([O:9][CH3:10])[C:5]([NH:8][S:19]([C:13]2[CH:14]=[CH:15][C:16]([Cl:18])=[CH:17][C:12]=2[Cl:11])(=[O:21])=[O:20])=[N:6][CH:7]=1, predict the reactants needed to synthesize it. The reactants are: [Br:1][C:2]1[N:3]=[C:4]([O:9][CH3:10])[C:5]([NH2:8])=[N:6][CH:7]=1.[Cl:11][C:12]1[CH:17]=[C:16]([Cl:18])[CH:15]=[CH:14][C:13]=1[S:19](Cl)(=[O:21])=[O:20]. (7) Given the product [Cl:2][C:3]1[CH:16]=[CH:15][CH:14]=[CH:13][C:4]=1[O:5][CH2:6][CH:7]1[O:12][CH2:11][CH2:10][N:9]([C:29]([NH:28][C:26]2[CH:25]=[N:24][N:23]([CH2:22][C:21]3[CH:38]=[CH:39][C:18]([F:17])=[CH:19][CH:20]=3)[CH:27]=2)=[O:30])[CH2:8]1, predict the reactants needed to synthesize it. The reactants are: Cl.[Cl:2][C:3]1[CH:16]=[CH:15][CH:14]=[CH:13][C:4]=1[O:5][CH2:6][CH:7]1[O:12][CH2:11][CH2:10][NH:9][CH2:8]1.[F:17][C:18]1[CH:39]=[CH:38][C:21]([CH2:22][N:23]2[CH:27]=[C:26]([NH:28][C:29](=O)[O:30]C3C=CC=CC=3)[CH:25]=[N:24]2)=[CH:20][CH:19]=1. (8) Given the product [Br:1][C:2]1[CH:7]=[CH:6][C:5](/[C:8](=[N:22]/[O:23][CH2:24][CH3:25])/[CH:9]2[CH2:10][CH2:11][N:12]([C:15]3([CH3:21])[CH2:20][CH2:19][N:18]([C:36]([C:31]4[CH:32]=[CH:33][CH:34]=[C:35]5[C:30]=4[CH:29]=[CH:28][CH:27]=[N:26]5)=[O:37])[CH2:17][CH2:16]3)[CH2:13][CH2:14]2)=[CH:4][CH:3]=1, predict the reactants needed to synthesize it. The reactants are: [Br:1][C:2]1[CH:7]=[CH:6][C:5](/[C:8](=[N:22]/[O:23][CH2:24][CH3:25])/[CH:9]2[CH2:14][CH2:13][N:12]([C:15]3([CH3:21])[CH2:20][CH2:19][NH:18][CH2:17][CH2:16]3)[CH2:11][CH2:10]2)=[CH:4][CH:3]=1.[N:26]1[C:35]2[CH:34]=[CH:33][CH:32]=[C:31]([C:36](O)=[O:37])[C:30]=2[CH:29]=[CH:28][CH:27]=1.CCN(CC)CC.CN(C(ON1N=NC2C=CC=NC1=2)=[N+](C)C)C.F[P-](F)(F)(F)(F)F. (9) Given the product [CH3:27][C:17]([NH:16][CH:4]([CH2:5][C:6]1[CH:11]=[CH:10][C:9]([O:12][CH2:13][CH2:14][C:38]2[C:39]3[NH:40][C:41]4[C:33](=[CH:32][CH:31]=[CH:30][CH:29]=4)[C:34]=3[CH:35]=[CH:36][CH:37]=2)=[CH:8][CH:7]=1)[C:3]([OH:2])=[O:28])=[CH:18][C:19](=[O:26])[C:20]1[CH:21]=[N:22][CH:23]=[CH:24][CH:25]=1, predict the reactants needed to synthesize it. The reactants are: C[O:2][C:3](=[O:28])[CH:4]([NH:16][C:17]([CH3:27])=[CH:18][C:19](=[O:26])[C:20]1[CH:21]=[N:22][CH:23]=[CH:24][CH:25]=1)[CH2:5][C:6]1[CH:11]=[CH:10][C:9]([O:12][CH2:13][CH2:14]Br)=[CH:8][CH:7]=1.[CH:29]1[C:41]2[NH:40][C:39]3[C:34](=[CH:35][CH:36]=[CH:37][CH:38]=3)[C:33]=2[CH:32]=[CH:31][CH:30]=1.[OH-].[Na+].